From a dataset of CYP3A4 substrate classification data from Carbon-Mangels et al.. Regression/Classification. Given a drug SMILES string, predict its absorption, distribution, metabolism, or excretion properties. Task type varies by dataset: regression for continuous measurements (e.g., permeability, clearance, half-life) or binary classification for categorical outcomes (e.g., BBB penetration, CYP inhibition). Dataset: cyp3a4_substrate_carbonmangels. (1) The drug is Cc1cc(NS(=O)(=O)c2ccc(N)cc2)no1. The result is 1 (substrate). (2) The drug is Cc1onc(NS(=O)(=O)c2ccc(N)cc2)c1C. The result is 0 (non-substrate). (3) The result is 1 (substrate). The drug is CCN[C@H]1C[C@H](C)S(=O)(=O)c2sc(S(N)(=O)=O)cc21. (4) The drug is S=P(N1CC1)(N1CC1)N1CC1. The result is 0 (non-substrate).